Dataset: Reaction yield outcomes from USPTO patents with 853,638 reactions. Task: Predict the reaction yield, written as a fraction of the theoretical maximum amount of product (1.0 means a 100% yield; for example, 0.34 means a 34% yield). (1) The reactants are Br[C:2]1[CH:3]=[CH:4][C:5]2[NH:6][C:7]3[C:12]([C:13]=2[CH:14]=1)=[CH:11][CH:10]=[CH:9][CH:8]=3.[C:15]1([N:21]2[C:33]3[CH:32]=[CH:31][C:30](B(O)O)=[CH:29][C:28]=3[C:27]3[C:22]2=[CH:23][CH:24]=[CH:25][CH:26]=3)[CH:20]=[CH:19][CH:18]=[CH:17][CH:16]=1.COCCOC.C(=O)([O-])[O-].[K+].[K+]. The catalyst is C1(C)C=CC=CC=1.C([O-])(=O)C.[Pd+2].C([O-])(=O)C.C1(C)C=CC=CC=1P(C1C=CC=CC=1C)C1C=CC=CC=1C. The product is [C:15]1([N:21]2[C:33]3[CH:32]=[CH:31][C:30]([C:2]4[CH:3]=[CH:4][C:5]5[NH:6][C:7]6[C:12]([C:13]=5[CH:14]=4)=[CH:11][CH:10]=[CH:9][CH:8]=6)=[CH:29][C:28]=3[C:27]3[C:22]2=[CH:23][CH:24]=[CH:25][CH:26]=3)[CH:20]=[CH:19][CH:18]=[CH:17][CH:16]=1. The yield is 0.800. (2) The yield is 0.750. The catalyst is CO. The reactants are Br[CH:2]([CH3:12])[C:3]([C:5]1[CH:10]=[CH:9][CH:8]=[C:7]([Cl:11])[CH:6]=1)=[O:4].[NH2:13][C:14]([CH3:18])([CH3:17])[CH2:15][OH:16]. The product is [Cl:11][C:7]1[CH:6]=[C:5]([C@@:3]2([OH:4])[O:16][CH2:15][C:14]([CH3:18])([CH3:17])[NH:13][C@@H:2]2[CH3:12])[CH:10]=[CH:9][CH:8]=1. (3) The reactants are [CH2:1]([O:5][C:6]1[CH:15]=[CH:14][C:13]2[C:8](=[CH:9][CH:10]=[CH:11][CH:12]=2)[CH:7]=1)[CH:2]1[O:4][CH2:3]1.[CH:16]1[C:25]2[C:20](=[CH:21][CH:22]=[CH:23][CH:24]=2)[CH:19]=[CH:18][C:17]=1[OH:26]. The catalyst is [Br-].C([N+](CCCC)(CCCC)CCCC)CCC.C1(C)C=CC=CC=1. The product is [CH:16]1[C:25]2[C:20](=[CH:21][CH:22]=[CH:23][CH:24]=2)[CH:19]=[CH:18][C:17]=1[O:26][CH2:3][CH:2]([OH:4])[CH2:1][O:5][C:6]1[CH:15]=[CH:14][C:13]2[C:8](=[CH:9][CH:10]=[CH:11][CH:12]=2)[CH:7]=1. The yield is 0.880. (4) The reactants are N1C=CC=NC=1.[NH2:7][C:8]1[N:13]=[C:12](S)[N:11]=[C:10]([OH:15])[C:9]=1[CH2:16][CH:17]([O:21][CH2:22][CH3:23])[O:18][CH2:19][CH3:20]. The catalyst is O.N.[Ni]. The product is [NH2:7][C:8]1[N:13]=[CH:12][N:11]=[C:10]([OH:15])[C:9]=1[CH2:16][CH:17]([O:21][CH2:22][CH3:23])[O:18][CH2:19][CH3:20]. The yield is 0.850. (5) The reactants are [C:1]([C:4]1[CH:9]=[CH:8][C:7]([S:10]([NH2:13])(=[O:12])=[O:11])=[CH:6][CH:5]=1)(=[O:3])[CH3:2].[C:14](OC(=O)C)(=[O:16])[CH3:15]. The catalyst is CN(C1C=CN=CC=1)C.N1C=CC=CC=1. The product is [C:1]([C:4]1[CH:5]=[CH:6][C:7]([S:10]([NH:13][C:14](=[O:16])[CH3:15])(=[O:11])=[O:12])=[CH:8][CH:9]=1)(=[O:3])[CH3:2]. The yield is 0.760. (6) The reactants are C[O:2][C:3](=[O:42])[CH2:4][C:5]1[CH:10]=[CH:9][C:8]([NH:11][C:12]([C@H:14]2[C@H:18]([C:19]3[CH:24]=[CH:23][CH:22]=[C:21]([Cl:25])[C:20]=3[F:26])[C@:17]([C:29]3[CH:34]=[CH:33][C:32]([Cl:35])=[CH:31][C:30]=3[F:36])([C:27]#[N:28])[C@H:16]([CH2:37][C:38]([CH3:41])([CH3:40])[CH3:39])[NH:15]2)=[O:13])=[CH:7][CH:6]=1.[Li+].[OH-]. The catalyst is C1COCC1.CO. The product is [Cl:25][C:21]1[C:20]([F:26])=[C:19]([C@@H:18]2[C@:17]([C:29]3[CH:34]=[CH:33][C:32]([Cl:35])=[CH:31][C:30]=3[F:36])([C:27]#[N:28])[C@H:16]([CH2:37][C:38]([CH3:41])([CH3:40])[CH3:39])[NH:15][C@H:14]2[C:12]([NH:11][C:8]2[CH:7]=[CH:6][C:5]([CH2:4][C:3]([OH:42])=[O:2])=[CH:10][CH:9]=2)=[O:13])[CH:24]=[CH:23][CH:22]=1. The yield is 0.526. (7) The reactants are [S:1]1[C:5]2[CH:6]=[CH:7][C:8]([NH:10][C:11]3[C:20]4[C:15](=[CH:16][C:17]([O:25][CH3:26])=[C:18]([S:21](Cl)(=[O:23])=[O:22])[CH:19]=4)[N:14]=[CH:13][N:12]=3)=[CH:9][C:4]=2[N:3]=[CH:2]1.[CH3:27][NH:28][CH3:29]. The catalyst is CN(C1C=CN=CC=1)C.C1COCC1. The product is [S:1]1[C:5]2[CH:6]=[CH:7][C:8]([NH:10][C:11]3[C:20]4[C:15](=[CH:16][C:17]([O:25][CH3:26])=[C:18]([S:21]([N:28]([CH3:29])[CH3:27])(=[O:23])=[O:22])[CH:19]=4)[N:14]=[CH:13][N:12]=3)=[CH:9][C:4]=2[N:3]=[CH:2]1. The yield is 0.140.